Dataset: Full USPTO retrosynthesis dataset with 1.9M reactions from patents (1976-2016). Task: Predict the reactants needed to synthesize the given product. (1) Given the product [Cl:36][C:37]1[CH:38]=[C:39]2[C:43](=[CH:44][CH:45]=1)[NH:42][C:41]([CH:46]=[CH:2][CH2:3][CH2:4][CH2:5][CH3:6])=[CH:40]2, predict the reactants needed to synthesize it. The reactants are: [Br-].[CH2:2]([P+](C1C=CC=CC=1)(C1C=CC=CC=1)C1C=CC=CC=1)[CH2:3][CH2:4][CH2:5][CH3:6].[Li+].C[Si]([N-][Si](C)(C)C)(C)C.[Cl:36][C:37]1[CH:38]=[C:39]2[C:43](=[CH:44][CH:45]=1)[NH:42][C:41]([CH:46]=O)=[CH:40]2. (2) Given the product [F:28][C:6]1[CH:5]=[CH:4][C:3]([N:8]2[C:16]3[CH:15]=[CH:14][CH:13]=[C:12]([NH2:17])[C:11]=3[CH:10]=[N:9]2)=[CH:2][CH:7]=1, predict the reactants needed to synthesize it. The reactants are: F[C:2]1[CH:7]=[CH:6][CH:5]=[CH:4][C:3]=1[N:8]1[C:16]2[CH:15]=[CH:14][CH:13]=[C:12]([NH2:17])[C:11]=2[CH:10]=[N:9]1.N1C2C=CC=C(N)C=2C=N1.[F:28]C1C=CC(I)=CC=1. (3) Given the product [Cl:17][CH2:11][C:9]1[CH:8]=[CH:7][CH:6]=[C:5]([O:4][CH2:3][C:2]([F:14])([F:13])[F:1])[N:10]=1, predict the reactants needed to synthesize it. The reactants are: [F:1][C:2]([F:14])([F:13])[CH2:3][O:4][C:5]1[N:10]=[C:9]([CH2:11]O)[CH:8]=[CH:7][CH:6]=1.S(Cl)([Cl:17])=O. (4) Given the product [Cl:3][C:4]1[CH:9]=[C:8]([C:10]([NH:12][C:13](=[N:15][C:16]2[CH:21]=[C:20]([C:22]([F:23])([F:24])[F:25])[CH:19]=[C:18]([O:26][CH3:27])[CH:17]=2)[S:14][CH3:29])=[O:11])[CH:7]=[C:6]([CH3:28])[N:5]=1, predict the reactants needed to synthesize it. The reactants are: [H-].[Na+].[Cl:3][C:4]1[CH:9]=[C:8]([C:10]([NH:12][C:13]([NH:15][C:16]2[CH:21]=[C:20]([C:22]([F:25])([F:24])[F:23])[CH:19]=[C:18]([O:26][CH3:27])[CH:17]=2)=[S:14])=[O:11])[CH:7]=[C:6]([CH3:28])[N:5]=1.[CH3:29]I. (5) Given the product [OH:2][C:3]1[C:12]([C:13]2[CH:18]=[CH:17][CH:16]=[CH:15][CH:14]=2)=[CH:11][C:10]2[N:9]=[C:8]([C:19]3[CH:20]=[CH:21][CH:22]=[CH:23][CH:24]=3)[CH:7]=[N:6][C:5]=2[C:4]=1[C:25]([OH:27])=[O:26], predict the reactants needed to synthesize it. The reactants are: C[O:2][C:3]1[C:12]([C:13]2[CH:18]=[CH:17][CH:16]=[CH:15][CH:14]=2)=[CH:11][C:10]2[N:9]=[C:8]([C:19]3[CH:24]=[CH:23][CH:22]=[CH:21][CH:20]=3)[CH:7]=[N:6][C:5]=2[C:4]=1[C:25]([O:27]C)=[O:26].B(Br)(Br)Br. (6) Given the product [CH2:7]([C@H:6]([NH:9][C:10](=[O:16])[O:11][C:12]([CH3:13])([CH3:14])[CH3:15])[C:4](=[O:5])[CH3:18])[CH3:8], predict the reactants needed to synthesize it. The reactants are: CON(C)[C:4]([C@@H:6]([NH:9][C:10](=[O:16])[O:11][C:12]([CH3:15])([CH3:14])[CH3:13])[CH2:7][CH3:8])=[O:5].[C:18](=O)=O.CC(C)=O.C[Li].C(OCC)C.[Cl-].[NH4+]. (7) Given the product [Br:20][CH2:21][C:22]([C:8]1[CH:9]=[CH:10][C:5]([CH2:11][CH2:12][CH2:13][CH2:14][CH2:15][CH2:16][CH2:17][CH2:18][OH:19])=[CH:6][CH:7]=1)=[O:23], predict the reactants needed to synthesize it. The reactants are: [Cl-].[Al+3].[Cl-].[Cl-].[C:5]1([CH2:11][CH2:12][CH2:13][CH2:14][CH2:15][CH2:16][CH2:17][CH2:18][OH:19])[CH:10]=[CH:9][CH:8]=[CH:7][CH:6]=1.[Br:20][CH2:21][C:22](Br)=[O:23].Cl. (8) Given the product [Cl:12][C:4]1[N:3]=[C:2]([O:19][CH2:20][C@H:21]2[O:26][CH2:25][CH2:24][N:23]([C:27]([O:29][C:30]([CH3:33])([CH3:32])[CH3:31])=[O:28])[CH2:22]2)[C:11]2[C:6](=[N:7][CH:8]=[CH:9][N:10]=2)[CH:5]=1, predict the reactants needed to synthesize it. The reactants are: Cl[C:2]1[C:11]2[C:6](=[N:7][CH:8]=[CH:9][N:10]=2)[CH:5]=[C:4]([Cl:12])[N:3]=1.C([O-])([O-])=O.[K+].[K+].[OH:19][CH2:20][C@H:21]1[O:26][CH2:25][CH2:24][N:23]([C:27]([O:29][C:30]([CH3:33])([CH3:32])[CH3:31])=[O:28])[CH2:22]1.O. (9) Given the product [CH3:51][O:52][C:53](=[O:68])[C:54]1[CH:59]=[CH:58][CH:57]=[CH:56][C:55]=1[C:60]([N:62]1[CH2:63][CH2:64][N:65]([C:20](=[O:22])[CH2:19][NH:18][C:16]([C:13]2[CH:12]=[CH:11][C:10]([C:23]3[CH:28]=[CH:27][CH:26]=[CH:25][CH:24]=3)=[CH:15][CH:14]=2)=[O:17])[CH2:66][CH2:67]1)=[O:61], predict the reactants needed to synthesize it. The reactants are: CCN(C(C)C)C(C)C.[C:10]1([C:23]2[CH:28]=[CH:27][CH:26]=[CH:25][CH:24]=2)[CH:15]=[CH:14][C:13]([C:16]([NH:18][CH2:19][C:20]([OH:22])=O)=[O:17])=[CH:12][CH:11]=1.C1C=CC2N(O)N=NC=2C=1.CCN=C=NCCCN(C)C.Cl.[CH3:51][O:52][C:53](=[O:68])[C:54]1[CH:59]=[CH:58][CH:57]=[CH:56][C:55]=1[C:60]([N:62]1[CH2:67][CH2:66][NH:65][CH2:64][CH2:63]1)=[O:61].